Dataset: Forward reaction prediction with 1.9M reactions from USPTO patents (1976-2016). Task: Predict the product of the given reaction. (1) Given the reactants Cl[CH2:2][C:3](=[CH2:6])[C:4]#[N:5].[CH3:7][O:8][P:9]([CH2:13][CH2:14][OH:15])(=[O:12])[O:10][CH3:11].C(N(CC)CC)C, predict the reaction product. The product is: [CH3:7][O:8][P:9]([CH2:13][CH2:14][O:15][CH2:2][C:3](=[CH2:6])[C:4]#[N:5])([O:10][CH3:11])=[O:12]. (2) Given the reactants [N+:1]([C:4]1[CH:24]=[CH:23][C:7]([CH2:8][C:9]2[N:14]3[CH:15]=[CH:16][N:17]=[C:13]3[C:12]([CH2:18][C:19]([O:21][CH3:22])=[O:20])=[CH:11][N:10]=2)=[CH:6][CH:5]=1)([O-])=O.NC1C=CC(CC2N3C=CN=C3C(CC(OC)=O)=CN=2)=CC=1.[Cl:47][C:48]1[CH:49]=[C:50]([CH:54]=[CH:55][C:56]=1[Cl:57])[C:51](O)=[O:52].ON1C2C=CC=CC=2N=N1.C(N(CC)CC)C.Cl.C(N=C=NCCCN(C)C)C, predict the reaction product. The product is: [Cl:47][C:48]1[CH:49]=[C:50]([CH:54]=[CH:55][C:56]=1[Cl:57])[C:51]([NH:1][C:4]1[CH:24]=[CH:23][C:7]([CH2:8][C:9]2[N:14]3[CH:15]=[CH:16][N:17]=[C:13]3[C:12]([CH2:18][C:19]([O:21][CH3:22])=[O:20])=[CH:11][N:10]=2)=[CH:6][CH:5]=1)=[O:52]. (3) Given the reactants C[O:2][C:3](=[O:33])[CH2:4][C:5]([N:7]([C@H:14]1[C:23]2[C:18](=[CH:19][CH:20]=[CH:21][CH:22]=2)[N:17]([C:24](=[O:31])[C:25]2[CH:30]=[CH:29][CH:28]=[CH:27][CH:26]=2)[C@@H:16]([CH3:32])[CH2:15]1)[C:8]1[CH:13]=[CH:12][CH:11]=[CH:10][CH:9]=1)=[O:6].[OH-].[Li+].ClCCl.C(=O)(O)[O-].[Na+], predict the reaction product. The product is: [C:24]([N:17]1[C:18]2[C:23](=[CH:22][CH:21]=[CH:20][CH:19]=2)[C@H:14]([N:7]([C:8]2[CH:13]=[CH:12][CH:11]=[CH:10][CH:9]=2)[C:5](=[O:6])[CH2:4][C:3]([OH:33])=[O:2])[CH2:15][C@@H:16]1[CH3:32])(=[O:31])[C:25]1[CH:30]=[CH:29][CH:28]=[CH:27][CH:26]=1. (4) Given the reactants [F:1][C:2]1([F:11])[CH2:7][CH2:6][CH:5]([C:8]([OH:10])=O)[CH2:4][CH2:3]1.C1C=CC2N(O)N=NC=2C=1.C(Cl)CCl.C(=O)(O)[O-].[Na+].[O:31]1[CH2:36][CH2:35][N:34]([C:37]2[CH:38]=[CH:39][C:40]3[N:44]=[C:43]([C:45]4[C:53]5[C:48](=[CH:49][CH:50]=[C:51]([NH2:54])[CH:52]=5)[N:47]([CH:55]5[CH2:60][CH2:59][CH2:58][CH2:57][O:56]5)[N:46]=4)[NH:42][C:41]=3[CH:61]=2)[CH2:33][CH2:32]1, predict the reaction product. The product is: [F:11][C:2]1([F:1])[CH2:3][CH2:4][CH:5]([C:8]([NH:54][C:51]2[CH:52]=[C:53]3[C:48](=[CH:49][CH:50]=2)[N:47]([CH:55]2[CH2:60][CH2:59][CH2:58][CH2:57][O:56]2)[N:46]=[C:45]3[C:43]2[NH:44][C:40]3[CH:39]=[CH:38][C:37]([N:34]4[CH2:35][CH2:36][O:31][CH2:32][CH2:33]4)=[CH:61][C:41]=3[N:42]=2)=[O:10])[CH2:6][CH2:7]1. (5) Given the reactants [CH3:1][N:2]1[CH2:7][CH2:6][CH:5]([CH2:8][O:9][C:10]2[CH:15]=[CH:14][C:13]([N+:16]([O-])=O)=[CH:12][C:11]=2[C:19]([F:22])([F:21])[F:20])[CH2:4][CH2:3]1, predict the reaction product. The product is: [CH3:1][N:2]1[CH2:7][CH2:6][CH:5]([CH2:8][O:9][C:10]2[CH:15]=[CH:14][C:13]([NH2:16])=[CH:12][C:11]=2[C:19]([F:20])([F:21])[F:22])[CH2:4][CH2:3]1. (6) The product is: [CH3:14][C:15]1[CH:16]=[CH:17][C:18]([NH:22][C:11]([C:8]2[C:6]3[N:7]=[C:2]([Cl:1])[N:3]=[CH:4][C:5]=3[S:10][CH:9]=2)=[O:13])=[N:19][C:20]=1[CH3:21]. Given the reactants [Cl:1][C:2]1[N:3]=[CH:4][C:5]2[S:10][CH:9]=[C:8]([C:11]([OH:13])=O)[C:6]=2[N:7]=1.[CH3:14][C:15]1[CH:16]=[CH:17][C:18]([NH2:22])=[N:19][C:20]=1[CH3:21].CCN(C(C)C)C(C)C.ON1C2N=CC=CC=2N=N1.CN(C(ON1N=NC2C=CC=NC1=2)=[N+](C)C)C.F[P-](F)(F)(F)(F)F, predict the reaction product. (7) Given the reactants Cl.[CH2:2]1[C@H:6]2[CH2:7][CH:8]([CH2:10][OH:11])[CH2:9][C@H:5]2[CH2:4][NH:3]1.C(=O)([O-])[O-].[K+].[K+].F[C:19]1[CH:24]=[CH:23][C:22]([C:25]([F:28])([F:27])[F:26])=[CH:21][C:20]=1[C:29]([F:32])([F:31])[F:30].O, predict the reaction product. The product is: [F:26][C:25]([F:27])([F:28])[C:22]1[CH:21]=[C:20]([C:29]([F:30])([F:31])[F:32])[CH:19]=[CH:24][C:23]=1[N:3]1[CH2:4][C@@H:5]2[CH2:9][CH:8]([CH:10]=[O:11])[CH2:7][C@@H:6]2[CH2:2]1. (8) Given the reactants [C:1]([C:3]1[CH:11]=[C:10]2[C:6]([C:7]([CH2:14][C:15]3[CH:20]=[CH:19][C:18]([C:21](=[O:28])[NH:22][CH2:23][C:24](=[O:27])[NH:25][CH3:26])=[CH:17][C:16]=3[C:29]3[C:30]([C:36]([OH:38])=[O:37])=[CH:31][C:32]([CH3:35])=[CH:33][CH:34]=3)=[CH:8][N:9]2CC)=[CH:5][CH:4]=1)#[N:2].[C:39]([C:42]1C=C2C(C(CC3C=CC(C(=O)NCC4C=NC=CC=4)=CC=3C3C(C(O)=O)=CC(C)=CC=3)=CN2CC)=CC=1)(=N)N.C[NH:81]C(=O)CN.CN1CCOCC1.CN([P+](ON1N=NC2C=CC=CC1=2)(N(C)C)N(C)C)C.F[P-](F)(F)(F)(F)F, predict the reaction product. The product is: [C:1]([C:3]1[CH:11]=[C:10]2[C:6]([C:7]([CH:14]([CH2:39][CH3:42])[C:15]3[CH:20]=[CH:19][C:18]([C:21](=[O:28])[NH:22][CH2:23][C:24](=[O:27])[NH:25][CH3:26])=[CH:17][C:16]=3[C:29]3[C:30]([C:36]([OH:38])=[O:37])=[CH:31][C:32]([CH3:35])=[CH:33][CH:34]=3)=[CH:8][NH:9]2)=[CH:5][CH:4]=1)(=[NH:2])[NH2:81].